From a dataset of Forward reaction prediction with 1.9M reactions from USPTO patents (1976-2016). Predict the product of the given reaction. (1) Given the reactants [F:1][C:2]1[CH:36]=[C:35]([N+:37]([O-])=O)[CH:34]=[CH:33][C:3]=1[O:4][C:5]1[CH:10]=[CH:9][N:8]=[C:7]2[CH:11]=[C:12]([C:14]3[N:15]([CH3:32])[C:16]([CH2:19][N:20]([CH2:28][CH2:29][O:30][CH3:31])[C:21](=[O:27])[O:22][C:23]([CH3:26])([CH3:25])[CH3:24])=[CH:17][N:18]=3)[S:13][C:6]=12.[Cl-].[NH4+], predict the reaction product. The product is: [NH2:37][C:35]1[CH:34]=[CH:33][C:3]([O:4][C:5]2[CH:10]=[CH:9][N:8]=[C:7]3[CH:11]=[C:12]([C:14]4[N:15]([CH3:32])[C:16]([CH2:19][N:20]([CH2:28][CH2:29][O:30][CH3:31])[C:21](=[O:27])[O:22][C:23]([CH3:26])([CH3:25])[CH3:24])=[CH:17][N:18]=4)[S:13][C:6]=23)=[C:2]([F:1])[CH:36]=1. (2) Given the reactants CC1(C)C(C)(C)OB([C:9]2[CH:10]=[C:11]3[C:15](=[CH:16][CH:17]=2)[CH:14]([NH:18][S:19]([CH:22]([CH3:24])[CH3:23])(=[O:21])=[O:20])[CH2:13][CH2:12]3)O1.[OH:26]OS([O-])=O.[K+], predict the reaction product. The product is: [OH:26][C:9]1[CH:10]=[C:11]2[C:15](=[CH:16][CH:17]=1)[CH:14]([NH:18][S:19]([CH:22]([CH3:24])[CH3:23])(=[O:21])=[O:20])[CH2:13][CH2:12]2.